Task: Predict the product of the given reaction.. Dataset: Forward reaction prediction with 1.9M reactions from USPTO patents (1976-2016) (1) Given the reactants [CH2:1]([C:8]1[CH:13]=[CH:12][C:11](/[CH:14]=[CH:15]/[CH2:16][CH:17]([C:19]2[C:20]([CH3:31])=[N:21][O:22][C:23]=2[C:24]2[CH:29]=[CH:28][C:27](Br)=[CH:26][CH:25]=2)[OH:18])=[CH:10][CH:9]=1)[C:2]1[CH:7]=[CH:6][CH:5]=[CH:4][CH:3]=1.[CH2:32]([O:34][C:35](=[O:55])[CH2:36][C:37]1([C:40]2[CH:45]=[CH:44][C:43](B3OC(C)(C)C(C)(C)O3)=[CH:42][CH:41]=2)[CH2:39][CH2:38]1)[CH3:33], predict the reaction product. The product is: [CH2:32]([O:34][C:35](=[O:55])[CH2:36][C:37]1([C:40]2[CH:41]=[CH:42][C:43]([C:27]3[CH:26]=[CH:25][C:24]([C:23]4[O:22][N:21]=[C:20]([CH3:31])[C:19]=4[CH:17]([OH:18])[CH2:16]/[CH:15]=[CH:14]/[C:11]4[CH:10]=[CH:9][C:8]([CH2:1][C:2]5[CH:3]=[CH:4][CH:5]=[CH:6][CH:7]=5)=[CH:13][CH:12]=4)=[CH:29][CH:28]=3)=[CH:44][CH:45]=2)[CH2:38][CH2:39]1)[CH3:33]. (2) Given the reactants CC1(C)C(C)(C)OB([C:9]2[CH2:18][CH2:17][C:12]3([O:16][CH2:15][CH2:14][O:13]3)[CH2:11][CH:10]=2)O1.I[C:21]1[C:26]([OH:27])=[CH:25][CH:24]=[CH:23][N:22]=1.C([O-])([O-])=O.[Na+].[Na+], predict the reaction product. The product is: [O:13]1[C:12]2([CH2:17][CH2:18][C:9]([C:21]3[C:26]([OH:27])=[CH:25][CH:24]=[CH:23][N:22]=3)=[CH:10][CH2:11]2)[O:16][CH2:15][CH2:14]1. (3) Given the reactants Cl[C:2]1[N:34]=[C:5]2[C:6]([C:24]3[CH:29]=[CH:28][CH:27]=[C:26]([C:30]([F:33])([F:32])[F:31])[CH:25]=3)=[C:7]([CH3:23])[C:8]([C:10]3[N:14]([C:15]4[CH:22]=[CH:21][C:18]([C:19]#[N:20])=[CH:17][CH:16]=4)[N:13]=[CH:12][CH:11]=3)=[CH:9][N:4]2[N:3]=1.[CH3:35][N:36]([CH3:42])[CH2:37][CH2:38][CH2:39][CH2:40][NH2:41].CN(C)CCCNC1N=C2C(C3C=CC=C(C(F)(F)F)C=3)=C(C)C(C3N(C4C=CC(C#N)=CC=4)N=CC=3)=CN2N=1, predict the reaction product. The product is: [CH3:35][N:36]([CH3:42])[CH2:37][CH2:38][CH2:39][CH2:40][NH:41][C:2]1[N:34]=[C:5]2[C:6]([C:24]3[CH:29]=[CH:28][CH:27]=[C:26]([C:30]([F:33])([F:32])[F:31])[CH:25]=3)=[C:7]([CH3:23])[C:8]([C:10]3[N:14]([C:15]4[CH:22]=[CH:21][C:18]([C:19]#[N:20])=[CH:17][CH:16]=4)[N:13]=[CH:12][CH:11]=3)=[CH:9][N:4]2[N:3]=1. (4) Given the reactants [F:1][C:2]([F:25])([C:15]1[CH:16]=[C:17]2[C:22](=[CH:23][CH:24]=1)[N:21]=[CH:20][CH:19]=[CH:18]2)[C:3]1[N:7]2[N:8]=[C:9]([C:12](=O)[CH3:13])[CH:10]=[CH:11][C:6]2=[N:5][N:4]=1.Cl.[NH:27]([C:29]([NH2:31])=[O:30])[NH2:28], predict the reaction product. The product is: [F:1][C:2]([F:25])([C:15]1[CH:16]=[C:17]2[C:22](=[CH:23][CH:24]=1)[N:21]=[CH:20][CH:19]=[CH:18]2)[C:3]1[N:7]2[N:8]=[C:9](/[C:12](=[N:28]/[NH:27][C:29]([NH2:31])=[O:30])/[CH3:13])[CH:10]=[CH:11][C:6]2=[N:5][N:4]=1.